This data is from Cav3 T-type calcium channel HTS with 100,875 compounds. The task is: Binary Classification. Given a drug SMILES string, predict its activity (active/inactive) in a high-throughput screening assay against a specified biological target. (1) The molecule is O=C(Nc1nn(Cc2ccccc2)cc1)c1cc(Cn2nc(c([N+]([O-])=O)c2C)C)ccc1. The result is 0 (inactive). (2) The drug is N(c1c(ccc(c1)C)C)\C(=N\c1nc(cc(n1)C)C)N. The result is 0 (inactive). (3) The drug is S(CC(=O)N1CCCc2c1cccc2)c1nc2n([nH]cc2c(=O)n1)c1ccc(F)cc1. The result is 0 (inactive). (4) The compound is O(C(=O)N1CCC(CC1)C(=O)NC(COC(C)(C)C)c1oc(nn1)C(NC(OC(C)(C)C)=O)C(CC)C)C(C)(C)C. The result is 0 (inactive). (5) The drug is S(c1nc2CCCCCCc2cc1C#N)CC(=O)Nc1sc(c(c1C#N)C)C(OCC)=O. The result is 0 (inactive). (6) The compound is o1c(=O)c2N(C(=O)CN3CCC(CC3)C)CCCc2c2c1ccc(OCc1ccccc1)c2. The result is 0 (inactive). (7) The molecule is S=c1[nH]c2CC(OCc2cc1C#N)(C)C. The result is 0 (inactive). (8) The molecule is s1nc(SCC#C)c(c1SCC#C)C#N. The result is 0 (inactive).